This data is from Reaction yield outcomes from USPTO patents with 853,638 reactions. The task is: Predict the reaction yield, written as a fraction of the theoretical maximum amount of product (1.0 means a 100% yield; for example, 0.34 means a 34% yield). (1) The reactants are [F:1][C:2]([C:12]1[CH:17]=[CH:16][C:15]([NH:18][C:19]([C:21]2[N:26]=[CH:25][C:24]([C:27]([O:29]C)=[O:28])=[CH:23][CH:22]=2)=[O:20])=[CH:14][CH:13]=1)([CH3:11])[CH2:3][NH:4][S:5]([CH:8]([CH3:10])[CH3:9])(=[O:7])=[O:6].[OH-].[Li+].O1CCCC1.Cl. The catalyst is O.CO. The product is [F:1][C:2]([C:12]1[CH:13]=[CH:14][C:15]([NH:18][C:19]([C:21]2[N:26]=[CH:25][C:24]([C:27]([OH:29])=[O:28])=[CH:23][CH:22]=2)=[O:20])=[CH:16][CH:17]=1)([CH3:11])[CH2:3][NH:4][S:5]([CH:8]([CH3:10])[CH3:9])(=[O:6])=[O:7]. The yield is 0.840. (2) The reactants are [Cl:1][C:2]1[CH:7]=[C:6]([O:8][C:9]2[C:18]3[C:13](=[CH:14][C:15]([OH:21])=[C:16]([O:19][CH3:20])[CH:17]=3)[N:12]=[CH:11][N:10]=2)[CH:5]=[CH:4][C:3]=1[NH:22][C:23]([NH:25][CH2:26][CH2:27][CH3:28])=[O:24].C(=O)([O-])[O-].[K+].[K+].[Br:35][CH2:36][CH2:37][CH2:38]Br. The catalyst is CN(C)C=O. The product is [Br:35][CH2:36][CH2:37][CH2:38][O:21][C:15]1[CH:14]=[C:13]2[C:18]([C:9]([O:8][C:6]3[CH:5]=[CH:4][C:3]([NH:22][C:23]([NH:25][CH2:26][CH2:27][CH3:28])=[O:24])=[C:2]([Cl:1])[CH:7]=3)=[N:10][CH:11]=[N:12]2)=[CH:17][C:16]=1[O:19][CH3:20]. The yield is 0.520. (3) The reactants are Cl.[NH2:2][C@H:3]([CH3:11])[C:4]([CH3:10])([CH3:9])[C:5]([O:7][CH3:8])=[O:6].[CH3:12][C:13]([O:16][C:17](O[C:17]([O:16][C:13]([CH3:15])([CH3:14])[CH3:12])=[O:18])=[O:18])([CH3:15])[CH3:14]. The catalyst is C(Cl)Cl.CCOC(C)=O. The product is [C:13]([O:16][C:17]([NH:2][C@H:3]([CH3:11])[C:4]([CH3:10])([CH3:9])[C:5]([O:7][CH3:8])=[O:6])=[O:18])([CH3:15])([CH3:14])[CH3:12]. The yield is 0.960. (4) The yield is 0.0400. The product is [CH3:43][N:42]([CH3:44])[C:40]1[CH:39]=[C:38]([CH3:45])[N:37]=[C:36]([N:23]2[CH2:24][CH2:25][CH:20]([C:18]([NH:17][CH2:16][C:11]3[CH:12]=[CH:13][CH:14]=[CH:15][C:10]=3[C:9]([F:8])([F:26])[F:27])=[O:19])[CH2:21][CH2:22]2)[N:41]=1. The reactants are FC(F)(F)C(O)=O.[F:8][C:9]([F:27])([F:26])[C:10]1[CH:15]=[CH:14][CH:13]=[CH:12][C:11]=1[CH2:16][NH:17][C:18]([CH:20]1[CH2:25][CH2:24][NH:23][CH2:22][CH2:21]1)=[O:19].C(N(CC)CC)C.Cl[C:36]1[N:41]=[C:40]([N:42]([CH3:44])[CH3:43])[CH:39]=[C:38]([CH3:45])[N:37]=1. The catalyst is C(O)C. (5) The reactants are [H-].[Na+].[CH3:3][S:4]([NH2:7])(=[O:6])=[O:5].[CH2:8]([C:10]1[N:14]([C:15]2[CH:16]=[C:17]([CH:21]3[C:30]([CH3:32])([CH3:31])[CH2:29][C:28]4[C:23](=[CH:24][CH:25]=[C:26]([C:33](O)=[O:34])[CH:27]=4)[NH:22]3)[CH:18]=[CH:19][CH:20]=2)[N:13]=[N:12][N:11]=1)[CH3:9].C(N1C=CN=C1)(N1C=CN=C1)=O. The catalyst is CN(C)C=O. The product is [CH2:8]([C:10]1[N:14]([C:15]2[CH:16]=[C:17]([CH:21]3[C:30]([CH3:31])([CH3:32])[CH2:29][C:28]4[C:23](=[CH:24][CH:25]=[C:26]([C:33]([NH:7][S:4]([CH3:3])(=[O:6])=[O:5])=[O:34])[CH:27]=4)[NH:22]3)[CH:18]=[CH:19][CH:20]=2)[N:13]=[N:12][N:11]=1)[CH3:9]. The yield is 0.400. (6) The reactants are [Cl:1][C:2]1[CH:3]=[CH:4][C:5](I)=[C:6]([CH:12]=1)[C:7]([O:9][CH2:10][CH3:11])=[O:8].[N:14]1[C:23]2[C:18](=[CH:19][C:20](B(O)O)=[CH:21][CH:22]=2)[CH:17]=[CH:16][CH:15]=1.C([O-])([O-])=O.[K+].[K+].C(COC)OC. The catalyst is C1C=CC([P]([Pd]([P](C2C=CC=CC=2)(C2C=CC=CC=2)C2C=CC=CC=2)([P](C2C=CC=CC=2)(C2C=CC=CC=2)C2C=CC=CC=2)[P](C2C=CC=CC=2)(C2C=CC=CC=2)C2C=CC=CC=2)(C2C=CC=CC=2)C2C=CC=CC=2)=CC=1.O. The product is [Cl:1][C:2]1[CH:3]=[CH:4][C:5]([C:20]2[CH:19]=[C:18]3[C:23](=[CH:22][CH:21]=2)[N:14]=[CH:15][CH:16]=[CH:17]3)=[C:6]([CH:12]=1)[C:7]([O:9][CH2:10][CH3:11])=[O:8]. The yield is 0.390. (7) The reactants are [Li+].[BH4-].C([C@@H]1COC(=O)N1[C:16](=[O:42])[C@H:17]([CH3:41])[C@H:18]([C@H:27]1[CH2:31][O:30][C:29]([CH3:33])([CH3:32])[N:28]1[C:34]([O:36][C:37]([CH3:40])([CH3:39])[CH3:38])=[O:35])[O:19][Si:20]([C:23]([CH3:26])([CH3:25])[CH3:24])([CH3:22])[CH3:21])C1C=CC=CC=1.CCO. The catalyst is C1COCC1.CCOCC.[OH-].[Na+]. The product is [Si:20]([O:19][C@@H:18]([C@H:27]1[CH2:31][O:30][C:29]([CH3:33])([CH3:32])[N:28]1[C:34]([O:36][C:37]([CH3:38])([CH3:40])[CH3:39])=[O:35])[C@@H:17]([CH3:41])[CH2:16][OH:42])([C:23]([CH3:24])([CH3:25])[CH3:26])([CH3:22])[CH3:21]. The yield is 0.780. (8) The reactants are [CH2:1]([O:5][CH:6]1[CH2:11][CH2:10][CH2:9][CH2:8][O:7]1)[CH2:2][C:3]#[CH:4].[Li]CCCC.CCCCCC.[CH2:23]=[O:24]. The catalyst is C1COCC1. The product is [O:7]1[CH2:8][CH2:9][CH2:10][CH2:11][CH:6]1[O:5][CH2:1][CH2:2][C:3]#[C:4][CH2:23][OH:24]. The yield is 0.620.